Dataset: Reaction yield outcomes from USPTO patents with 853,638 reactions. Task: Predict the reaction yield, written as a fraction of the theoretical maximum amount of product (1.0 means a 100% yield; for example, 0.34 means a 34% yield). (1) The reactants are FC(F)(F)C(O)=O.C(OC([N:15]1[C:20]2[CH:21]=[C:22]([Cl:25])[CH:23]=[CH:24][C:19]=2[O:18][CH:17]([C:26]([N:28]2[CH2:33][CH2:32][C:31]([CH2:36][C:37]3[CH:42]=[CH:41][C:40]([Cl:43])=[CH:39][CH:38]=3)([C:34]#[N:35])[CH2:30][CH2:29]2)=[O:27])[CH2:16]1)=O)(C)(C)C. The catalyst is C(Cl)Cl. The product is [Cl:43][C:40]1[CH:41]=[CH:42][C:37]([CH2:36][C:31]2([C:34]#[N:35])[CH2:32][CH2:33][N:28]([C:26]([CH:17]3[CH2:16][NH:15][C:20]4[CH:21]=[C:22]([Cl:25])[CH:23]=[CH:24][C:19]=4[O:18]3)=[O:27])[CH2:29][CH2:30]2)=[CH:38][CH:39]=1. The yield is 0.290. (2) The reactants are [CH3:1][C:2]1[S:3][CH:4]=[C:5]([CH2:7]Cl)[N:6]=1.[CH2:9]([CH2:11][NH2:12])[OH:10]. The catalyst is ClCCl. The product is [CH3:1][C:2]1[S:3][CH:4]=[C:5]([CH2:7][NH:12][CH2:11][CH2:9][OH:10])[N:6]=1. The yield is 0.850. (3) The product is [F:34][C:7]([F:6])([F:33])[S:8]([O:11][C:12]1[C:13]([N:32]([S:2]([CH3:1])(=[O:4])=[O:3])[S:2]([CH3:1])(=[O:4])=[O:3])=[CH:14][C:15]2[O:19][C:18]([C:20]3[CH:21]=[CH:22][C:23]([F:26])=[CH:24][CH:25]=3)=[C:17]([C:27](=[O:30])[NH:28][CH3:29])[C:16]=2[CH:31]=1)(=[O:10])=[O:9]. The reactants are [CH3:1][S:2](Cl)(=[O:4])=[O:3].[F:6][C:7]([F:34])([F:33])[S:8]([O:11][C:12]1[C:13]([NH2:32])=[CH:14][C:15]2[O:19][C:18]([C:20]3[CH:25]=[CH:24][C:23]([F:26])=[CH:22][CH:21]=3)=[C:17]([C:27](=[O:30])[NH:28][CH3:29])[C:16]=2[CH:31]=1)(=[O:10])=[O:9].CCN(C(C)C)C(C)C. The yield is 0.820. The catalyst is C(Cl)Cl.CCOC(C)=O. (4) The reactants are [N:1]1[C:10]2[NH:9][CH2:8][CH2:7][CH2:6][C:5]=2[CH:4]=[CH:3][C:2]=1CC(N)O.CCOC(/[N:20]=N/C(OCC)=O)=O.[OH:27][CH:28]1[CH2:37][CH2:36][C:35]2[CH:34]=[C:33]([CH2:38][C:39]([O:41][CH2:42][CH3:43])=[O:40])[CH:32]=[CH:31][C:30]=2[CH2:29]1.C1(P([C:57]2[CH:62]=CC=CC=2)C2C=CC=CC=2)C=CC=CC=1. The catalyst is CN(C=O)C. The product is [N:1]1[C:10]2[NH:9][CH2:8][CH2:7][CH2:6][C:5]=2[CH:4]=[CH:3][C:2]=1[NH:20][CH2:62][CH2:57][O:27][C:28]1[CH:29]=[C:30]2[C:35](=[CH:36][CH:37]=1)[CH2:34][CH:33]([CH2:38][C:39]([O:41][CH2:42][CH3:43])=[O:40])[CH2:32][CH2:31]2. The yield is 0.150. (5) The reactants are C[O:2][C:3](=[O:20])[C:4]1[CH:9]=[CH:8][C:7]([CH2:10][NH:11][C:12]([O:14][C:15]([CH3:18])([CH3:17])[CH3:16])=[O:13])=[C:6]([CH3:19])[CH:5]=1.[OH-].[Na+]. The catalyst is O1CCOCC1. The product is [C:15]([O:14][C:12]([NH:11][CH2:10][C:7]1[CH:8]=[CH:9][C:4]([C:3]([OH:20])=[O:2])=[CH:5][C:6]=1[CH3:19])=[O:13])([CH3:18])([CH3:17])[CH3:16]. The yield is 0.810.